This data is from Peptide-MHC class II binding affinity with 134,281 pairs from IEDB. The task is: Regression. Given a peptide amino acid sequence and an MHC pseudo amino acid sequence, predict their binding affinity value. This is MHC class II binding data. The peptide sequence is EKKQFAATQFEPLAA. The MHC is HLA-DQA10301-DQB10302 with pseudo-sequence HLA-DQA10301-DQB10302. The binding affinity (normalized) is 0.307.